Dataset: Full USPTO retrosynthesis dataset with 1.9M reactions from patents (1976-2016). Task: Predict the reactants needed to synthesize the given product. (1) Given the product [CH2:1]([O:8][C:9]([NH:11][C@@H:12]([C:19]1[CH:24]=[CH:23][CH:22]=[C:21]([NH:25][C:26]([O:28][CH2:29][CH2:30][C:31]2[CH:36]=[CH:35][C:34]([Br:37])=[CH:33][C:32]=2[CH3:38])=[O:27])[CH:20]=1)[CH2:13][C:14]([O:16][CH2:17][CH3:18])=[O:15])=[O:10])[C:2]1[CH:3]=[CH:4][CH:5]=[CH:6][CH:7]=1, predict the reactants needed to synthesize it. The reactants are: [CH2:1]([O:8][C:9]([NH:11][C@H:12]([C:19]1[CH:24]=[CH:23][CH:22]=[C:21]([NH:25][C:26]([O:28][CH2:29][CH2:30][C:31]2[CH:36]=[CH:35][C:34]([Br:37])=[CH:33][C:32]=2[CH3:38])=[O:27])[CH:20]=1)[CH2:13][C:14]([O:16][CH2:17][CH3:18])=[O:15])=[O:10])[C:2]1[CH:7]=[CH:6][CH:5]=[CH:4][CH:3]=1.NC1C=C([C@H](NC(OCC2C=CC=CC=2)=O)CC(OCC)=O)C=CC=1.BrC1C=CC(CCO)=C(C)C=1. (2) Given the product [Cl:1][C:2]1[C:3]([CH2:26][C:27]([NH:42][CH2:41][C:40]2[CH:43]=[C:44]([Cl:47])[CH:45]=[CH:46][C:39]=2[CH2:38][NH2:37])=[O:29])=[N:4][C:5]([NH:8][CH2:16][C:17]([F:24])([F:25])[C:18]2[CH:23]=[CH:22][CH:21]=[CH:20][N:19]=2)=[CH:6][CH:7]=1, predict the reactants needed to synthesize it. The reactants are: [Cl:1][C:2]1[C:3]([CH2:26][C:27]([OH:29])=O)=[N:4][C:5]([N:8]([CH2:16][C:17]([F:25])([F:24])[C:18]2[CH:23]=[CH:22][CH:21]=[CH:20][N:19]=2)C(OC(C)(C)C)=O)=[CH:6][CH:7]=1.C(OC([NH:37][CH2:38][C:39]1[CH:46]=[CH:45][C:44]([Cl:47])=[CH:43][C:40]=1[CH2:41][NH2:42])=O)(C)(C)C. (3) Given the product [CH:22]1([NH:21][C:20](=[O:1])[NH:19][CH:16]2[CH2:15][CH2:14][CH2:13][CH2:18][CH2:17]2)[CH2:27][CH2:26][CH2:25][CH2:24][CH2:23]1, predict the reactants needed to synthesize it. The reactants are: [OH:1]C1C=C(O)C=CC=1CC(O)=O.[CH2:13]1[CH2:18][CH2:17][CH:16]([N:19]=[C:20]=[N:21][CH:22]2[CH2:27][CH2:26][CH2:25][CH2:24][CH2:23]2)[CH2:15][CH2:14]1. (4) Given the product [CH3:13][O:12][N:11]([CH3:10])[C:6]([C:2]1[S:1][CH:5]=[CH:4][CH:3]=1)=[O:8], predict the reactants needed to synthesize it. The reactants are: [S:1]1[CH:5]=[CH:4][CH:3]=[C:2]1[C:6]([OH:8])=O.Cl.[CH3:10][NH:11][O:12][CH3:13].CCN=C=NCCCN(C)C.C1C=CC2N(O)N=NC=2C=1.CCN(CC)CC. (5) Given the product [NH2:2][CH2:1][CH2:3][CH2:4][CH2:5][C:6]1[C:7]([C:18]2[CH:19]=[CH:20][N:21]=[CH:22][CH:23]=2)=[C:8]([C:11]2[CH:12]=[CH:13][C:14]([F:17])=[CH:15][CH:16]=2)[NH:9][CH:10]=1, predict the reactants needed to synthesize it. The reactants are: [C:1]([CH2:3][CH2:4][CH2:5][C:6]1[C:7]([C:18]2[CH:23]=[CH:22][N:21]=[CH:20][CH:19]=2)=[C:8]([C:11]2[CH:16]=[CH:15][C:14]([F:17])=[CH:13][CH:12]=2)[NH:9][CH:10]=1)#[N:2].[H-].[Al+3].[Li+].[H-].[H-].[H-].[OH-].[Na+].O. (6) Given the product [CH3:12][C:13]1[N:14]([C:4]2[N:3]=[C:2]([Cl:1])[N:10]=[C:9]3[C:5]=2[N:6]=[CH:7][NH:8]3)[C:15]2[C:20]([CH:21]=1)=[CH:19][CH:18]=[CH:17][CH:16]=2, predict the reactants needed to synthesize it. The reactants are: [Cl:1][C:2]1[N:10]=[C:9]2[C:5]([NH:6][CH:7]=[N:8]2)=[C:4](Cl)[N:3]=1.[CH3:12][CH:13]1[CH2:21][C:20]2[C:15](=[CH:16][CH:17]=[CH:18][CH:19]=2)[N:14]1C. (7) The reactants are: FC1C=C([C:12]2[N:17]=[C:16]3[N:18]([CH2:21][C:22]4[CH:23]=[C:24]5[C:29](=[CH:30][CH:31]=4)[N:28]=[CH:27][CH:26]=[CH:25]5)[N:19]=[N:20][C:15]3=[CH:14][CH:13]=2)C=CC=1C(NC)=O.[CH:32]([C:34]1[CH:35]=[C:36](B(O)O)[CH:37]=[CH:38][CH:39]=1)=[O:33].C(=O)([O-])[O-].[K+].[K+].O1CCOCC1. Given the product [N:28]1[C:29]2[C:24](=[CH:23][C:22]([CH2:21][N:18]3[C:16]4=[N:17][C:12]([C:38]5[CH:39]=[C:34]([CH:35]=[CH:36][CH:37]=5)[CH:32]=[O:33])=[CH:13][CH:14]=[C:15]4[N:20]=[N:19]3)=[CH:31][CH:30]=2)[CH:25]=[CH:26][CH:27]=1, predict the reactants needed to synthesize it.